Dataset: Forward reaction prediction with 1.9M reactions from USPTO patents (1976-2016). Task: Predict the product of the given reaction. (1) Given the reactants [Cl:1][C:2]1[C:11]([NH:12][NH2:13])=[N:10][C:9]2[C:4](=[CH:5][CH:6]=[C:7]([CH3:14])[CH:8]=2)[N:3]=1.[CH:15](OC)(OC)OC, predict the reaction product. The product is: [Cl:1][C:2]1[C:11]2[N:10]([CH:15]=[N:13][N:12]=2)[C:9]2[C:4]([N:3]=1)=[CH:5][CH:6]=[C:7]([CH3:14])[CH:8]=2. (2) Given the reactants C1(S([N:10]2[C:14]3=[CH:15][N:16]=[CH:17][CH:18]=[C:13]3[C:12]([C:19]3[C:27]4[C:22](=[N:23][CH:24]=[C:25]([C:28]5[CH:29]=[N:30][N:31]([CH3:33])[CH:32]=5)[CH:26]=4)[NH:21][CH:20]=3)=[CH:11]2)(=O)=O)C=CC=CC=1.C(=O)([O-])[O-].[Cs+].[Cs+], predict the reaction product. The product is: [CH3:33][N:31]1[CH:32]=[C:28]([C:25]2[CH:26]=[C:27]3[C:19]([C:12]4[C:13]5[C:14](=[CH:15][N:16]=[CH:17][CH:18]=5)[NH:10][CH:11]=4)=[CH:20][NH:21][C:22]3=[N:23][CH:24]=2)[CH:29]=[N:30]1. (3) Given the reactants [CH3:1][N:2]1[C:7](=[O:8])[C:6]([NH:9][C:10]2[CH:14]=[C:13]([CH3:15])[NH:12][N:11]=2)=[CH:5][C:4]([C:16]2[C:21]([CH:22]=[O:23])=[C:20]([N:24]3[CH2:36][CH2:35][N:27]4[C:28]5[CH2:29][CH2:30][CH2:31][CH2:32][C:33]=5[CH:34]=[C:26]4[C:25]3=[O:37])[N:19]=[CH:18][CH:17]=2)=[CH:3]1.O.[Li+].[OH-], predict the reaction product. The product is: [OH:23][CH2:22][C:21]1[C:20]([N:24]2[CH2:36][CH2:35][N:27]3[C:28]4[CH2:29][CH2:30][CH2:31][CH2:32][C:33]=4[CH:34]=[C:26]3[C:25]2=[O:37])=[N:19][CH:18]=[CH:17][C:16]=1[C:4]1[CH:5]=[C:6]([NH:9][C:10]2[CH:14]=[C:13]([CH3:15])[NH:12][N:11]=2)[C:7](=[O:8])[N:2]([CH3:1])[CH:3]=1. (4) Given the reactants [F:1][C:2]1[CH:7]=[CH:6][CH:5]=[C:4]([F:8])[C:3]=1[C:9]1[O:10][C:11]([NH:16][C:17]2[CH:22]=[CH:21][C:20]([N+:23]([O-])=O)=[CH:19][CH:18]=2)=[C:12]([C:14]#[N:15])[N:13]=1.CO, predict the reaction product. The product is: [NH2:23][C:20]1[CH:19]=[CH:18][C:17]([NH:16][C:11]2[O:10][C:9]([C:3]3[C:4]([F:8])=[CH:5][CH:6]=[CH:7][C:2]=3[F:1])=[N:13][C:12]=2[C:14]#[N:15])=[CH:22][CH:21]=1. (5) Given the reactants [NH:1](C(OC(C)(C)C)=O)[C@H:2]([C:11]([NH:13][C@H:14]([C:24]([OH:26])=[O:25])[CH2:15][S:16][CH2:17][C:18]1[CH:23]=[CH:22][CH:21]=[CH:20][CH:19]=1)=[O:12])[CH2:3][C:4](=[O:10])[O:5]C(C)(C)C, predict the reaction product. The product is: [NH2:1][C@H:2]([C:11]([NH:13][C@H:14]([C:24]([OH:26])=[O:25])[CH2:15][S:16][CH2:17][C:18]1[CH:19]=[CH:20][CH:21]=[CH:22][CH:23]=1)=[O:12])[CH2:3][C:4](=[O:5])[OH:10].